From a dataset of Forward reaction prediction with 1.9M reactions from USPTO patents (1976-2016). Predict the product of the given reaction. (1) Given the reactants [NH:1]1[C:9]2[C:4](=[CH:5][CH:6]=[CH:7][CH:8]=2)[CH:3]=[N:2]1.[I:10]I.[OH-].[K+], predict the reaction product. The product is: [I:10][C:3]1[C:4]2[C:9](=[CH:8][CH:7]=[CH:6][CH:5]=2)[NH:1][N:2]=1. (2) Given the reactants [BH4-].[Na+].C(O)(C(F)(F)F)=O.[C:10]1([C:16]2[CH:21]=[C:20]([C:22]3[CH:27]=[CH:26][CH:25]=[CH:24][CH:23]=3)[N:19]=[C:18]([O:28][CH2:29][CH2:30][CH2:31][CH2:32][C:33]([CH3:37])([CH3:36])[C:34]#[N:35])[CH:17]=2)[CH:15]=[CH:14][CH:13]=[CH:12][CH:11]=1.O, predict the reaction product. The product is: [C:10]1([C:16]2[CH:21]=[C:20]([C:22]3[CH:23]=[CH:24][CH:25]=[CH:26][CH:27]=3)[N:19]=[C:18]([O:28][CH2:29][CH2:30][CH2:31][CH2:32][C:33]([CH3:37])([CH3:36])[CH2:34][NH2:35])[CH:17]=2)[CH:11]=[CH:12][CH:13]=[CH:14][CH:15]=1. (3) Given the reactants [Cl:1][C:2]1[CH:7]=[CH:6][CH:5]=[CH:4][C:3]=1[C:8]1[O:12][C:11]([C:13]2[C:18]([CH3:19])=[CH:17][N:16]=[C:15]([NH:20]C(=O)C)[CH:14]=2)=[N:10][C:9]=1[C:24]1[N:28]([CH2:29][O:30][CH2:31][CH2:32][Si:33]([CH3:36])([CH3:35])[CH3:34])[CH:27]=[N:26][N:25]=1.[OH-].[Na+], predict the reaction product. The product is: [Cl:1][C:2]1[CH:7]=[CH:6][CH:5]=[CH:4][C:3]=1[C:8]1[O:12][C:11]([C:13]2[C:18]([CH3:19])=[CH:17][N:16]=[C:15]([NH2:20])[CH:14]=2)=[N:10][C:9]=1[C:24]1[N:28]([CH2:29][O:30][CH2:31][CH2:32][Si:33]([CH3:34])([CH3:36])[CH3:35])[CH:27]=[N:26][N:25]=1.